Dataset: Forward reaction prediction with 1.9M reactions from USPTO patents (1976-2016). Task: Predict the product of the given reaction. (1) Given the reactants [Cl:1][C:2]1[C:6]([NH:7][CH2:8][CH3:9])=[CH:5][N:4]([C:10]2[CH:11]=[N:12][CH:13]=[CH:14][CH:15]=2)[N:3]=1.N1C=CC=CC=1.[F:22][C:23]([F:33])([F:32])[CH2:24][CH2:25][S:26][CH2:27][CH2:28][C:29](Cl)=[O:30].O, predict the reaction product. The product is: [Cl:1][C:2]1[C:6]([N:7]([CH2:8][CH3:9])[C:29](=[O:30])[CH2:28][CH2:27][S:26][CH2:25][CH2:24][C:23]([F:33])([F:32])[F:22])=[CH:5][N:4]([C:10]2[CH:11]=[N:12][CH:13]=[CH:14][CH:15]=2)[N:3]=1. (2) Given the reactants [C:1]([O:5][CH3:6])(=[O:4])[CH:2]=[CH2:3].[NH2:7][CH2:8][CH2:9][OH:10], predict the reaction product. The product is: [OH:10][CH2:9][CH2:8][N:7]([CH2:3][CH2:2][C:1]([O:5][CH3:6])=[O:4])[CH2:3][CH2:2][C:1]([O:5][CH3:6])=[O:4]. (3) Given the reactants Br[C:2]1[CH:3]=[C:4]([NH2:8])[CH:5]=[N:6][CH:7]=1.[C:9]1([S:15]([OH:17])=[O:16])[CH:14]=[CH:13][CH:12]=[CH:11][CH:10]=1.[Na].N1CCC[C@H]1C(O)=O.[OH-].[Na+], predict the reaction product. The product is: [C:9]1([S:15]([C:2]2[CH:3]=[C:4]([NH2:8])[CH:5]=[N:6][CH:7]=2)(=[O:17])=[O:16])[CH:14]=[CH:13][CH:12]=[CH:11][CH:10]=1. (4) Given the reactants [CH2:1]([O:3][CH:4]([N:8]1[CH:12]=[CH:11][C:10]([C:13]2[CH:18]=[CH:17][C:16]([O:19][CH3:20])=[CH:15][CH:14]=2)=[N:9]1)[C:5]([OH:7])=O)[CH3:2].[NH2:21][CH2:22][C:23]1[CH:30]=[CH:29][C:26]([C:27]#[N:28])=[CH:25][CH:24]=1, predict the reaction product. The product is: [C:22]([C:23]1[CH:30]=[CH:29][C:26]([CH2:27][NH:28][C:5](=[O:7])[CH:4]([O:3][CH2:1][CH3:2])[N:8]2[CH:12]=[CH:11][C:10]([C:13]3[CH:18]=[CH:17][C:16]([O:19][CH3:20])=[CH:15][CH:14]=3)=[N:9]2)=[CH:25][CH:24]=1)#[N:21]. (5) Given the reactants [OH:1][C:2]([CH3:34])([CH3:33])[CH2:3][C@@:4]1([C:27]2[CH:32]=[CH:31][CH:30]=[CH:29][CH:28]=2)[O:8][C:7](=[O:9])[N:6]([C@H:10]([C:12]2[CH:17]=[CH:16][C:15](B3OC(C)(C)C(C)(C)O3)=[CH:14][CH:13]=2)[CH3:11])[CH2:5]1.I[C:36]1[CH:41]=[CH:40][N:39]([CH3:42])[C:38](=[O:43])[CH:37]=1.C([O-])([O-])=O.[Cs+].[Cs+].O, predict the reaction product. The product is: [OH:1][C:2]([CH3:34])([CH3:33])[CH2:3][C@@:4]1([C:27]2[CH:28]=[CH:29][CH:30]=[CH:31][CH:32]=2)[O:8][C:7](=[O:9])[N:6]([C@H:10]([C:12]2[CH:17]=[CH:16][C:15]([C:36]3[CH:41]=[CH:40][N:39]([CH3:42])[C:38](=[O:43])[CH:37]=3)=[CH:14][CH:13]=2)[CH3:11])[CH2:5]1. (6) The product is: [NH2:10][C:11]1[C:12]([F:31])=[C:13]([C:14]([F:17])=[CH:15][CH:16]=1)[C:18]([C:20]1[C:28]2[C:23](=[N:24][CH:25]=[C:26]([C:29]#[N:30])[CH:27]=2)[NH:22][CH:21]=1)=[O:19]. Given the reactants C(OC(=O)[NH:10][C:11]1[CH:16]=[CH:15][C:14]([F:17])=[C:13]([C:18]([C:20]2[C:28]3[C:23](=[N:24][CH:25]=[C:26]([C:29]#[N:30])[CH:27]=3)[NH:22][CH:21]=2)=[O:19])[C:12]=1[F:31])C1C=CC=CC=1.C(#N)C.C[Si](I)(C)C, predict the reaction product. (7) Given the reactants [Br:1][C:2]1[CH:3]=[C:4]2[C:8](=[CH:9][CH:10]=1)[NH:7][CH:6]=[CH:5]2.[C:11](O[C:11]([O:13][C:14]([CH3:17])([CH3:16])[CH3:15])=[O:12])([O:13][C:14]([CH3:17])([CH3:16])[CH3:15])=[O:12], predict the reaction product. The product is: [C:11]([N:7]1[C:8]2[C:4](=[CH:3][C:2]([Br:1])=[CH:10][CH:9]=2)[CH:5]=[CH:6]1)([O:13][C:14]([CH3:17])([CH3:16])[CH3:15])=[O:12]. (8) Given the reactants [C:1](Cl)(=[O:4])[CH2:2][CH3:3].[NH2:6][C:7]1[CH:12]=[CH:11][C:10]([C:13](=[O:20])[CH2:14][CH2:15][C:16]([O:18]C)=[O:17])=[CH:9][CH:8]=1, predict the reaction product. The product is: [O:20]=[C:13]([C:10]1[CH:11]=[CH:12][C:7]([NH:6][C:1](=[O:4])[CH2:2][CH3:3])=[CH:8][CH:9]=1)[CH2:14][CH2:15][C:16]([OH:18])=[O:17].